Dataset: Catalyst prediction with 721,799 reactions and 888 catalyst types from USPTO. Task: Predict which catalyst facilitates the given reaction. (1) Reactant: C([O:8][C:9]1[CH:10]=[N:11][C:12]([C:15]2[CH:16]=[C:17]([CH:21]([C:23]3[C:28](=[O:29])[CH:27]=[CH:26][N:25]([C:30]4[CH:31]=[N:32][N:33]([CH2:35][CH3:36])[CH:34]=4)[N:24]=3)[CH3:22])[CH:18]=[CH:19][CH:20]=2)=[N:13][CH:14]=1)C1C=CC=CC=1. Product: [CH2:35]([N:33]1[CH:34]=[C:30]([N:25]2[CH:26]=[CH:27][C:28](=[O:29])[C:23]([CH:21]([C:17]3[CH:18]=[CH:19][CH:20]=[C:15]([C:12]4[N:11]=[CH:10][C:9]([OH:8])=[CH:14][N:13]=4)[CH:16]=3)[CH3:22])=[N:24]2)[CH:31]=[N:32]1)[CH3:36]. The catalyst class is: 844. (2) Reactant: [NH:1]1[CH2:6][CH2:5][CH2:4][C@@H:3]([NH:7][C:8]([C:10]2[S:11][CH:12]=[CH:13][CH:14]=2)=[O:9])[CH2:2]1.[C:15]([N:20]1[CH2:25][CH2:24][C:23](=O)[CH2:22][CH2:21]1)([O:17][CH2:18][CH3:19])=[O:16].[N-]=C=O. Product: [S:11]1[CH:12]=[CH:13][CH:14]=[C:10]1[C:8]([NH:7][C@@H:3]1[CH2:4][CH2:5][CH2:6][N:1]([CH:23]2[CH2:24][CH2:25][N:20]([C:15]([O:17][CH2:18][CH3:19])=[O:16])[CH2:21][CH2:22]2)[CH2:2]1)=[O:9]. The catalyst class is: 9. (3) Reactant: Cl[C:2]1[N:7]=[CH:6][N:5]=[C:4]2[N:8]([C:11]3[CH:16]=[CH:15][C:14]([O:17][CH3:18])=[CH:13][CH:12]=3)[N:9]=[CH:10][C:3]=12.[NH2:19][C:20]1[CH:21]=[C:22]([NH:26][C:27](=[O:38])[C:28]2[CH:33]=[CH:32][CH:31]=[C:30]([C:34]([F:37])([F:36])[F:35])[CH:29]=2)[CH:23]=[CH:24][CH:25]=1. Product: [CH3:18][O:17][C:14]1[CH:15]=[CH:16][C:11]([N:8]2[C:4]3=[N:5][CH:6]=[N:7][C:2]([NH:19][C:20]4[CH:21]=[C:22]([NH:26][C:27](=[O:38])[C:28]5[CH:33]=[CH:32][CH:31]=[C:30]([C:34]([F:35])([F:36])[F:37])[CH:29]=5)[CH:23]=[CH:24][CH:25]=4)=[C:3]3[CH:10]=[N:9]2)=[CH:12][CH:13]=1. The catalyst class is: 107.